This data is from Retrosynthesis with 50K atom-mapped reactions and 10 reaction types from USPTO. The task is: Predict the reactants needed to synthesize the given product. Given the product COc1ccc(C=O)cc1COc1c(C)cccc1C, predict the reactants needed to synthesize it. The reactants are: COc1ccc(C=O)cc1CCl.Cc1cccc(C)c1O.